From a dataset of Full USPTO retrosynthesis dataset with 1.9M reactions from patents (1976-2016). Predict the reactants needed to synthesize the given product. (1) Given the product [NH2:1][C:4]1[CH:9]=[CH:8][C:7](/[C:10](=[CH:19]\[CH:20]2[CH2:25][CH2:24][O:23][CH2:22][CH2:21]2)/[C:11]([NH:13][C:14]2[S:15][CH:16]=[CH:17][N:18]=2)=[O:12])=[CH:6][CH:5]=1, predict the reactants needed to synthesize it. The reactants are: [N+:1]([C:4]1[CH:9]=[CH:8][C:7](/[C:10](=[CH:19]\[CH:20]2[CH2:25][CH2:24][O:23][CH2:22][CH2:21]2)/[C:11]([NH:13][C:14]2[S:15][CH:16]=[CH:17][N:18]=2)=[O:12])=[CH:6][CH:5]=1)([O-])=O.O.[NH4+].[Cl-]. (2) The reactants are: [F:1][C:2]1[CH:7]=[CH:6][CH:5]=[C:4]([F:8])[C:3]=1[C:9]1[C:17]2[C:12](=[CH:13][C:14]([C:18]([O:20]C)=[O:19])=[CH:15][CH:16]=2)[N:11]([C:22]2[CH:27]=[CH:26][C:25]([CH3:28])=[CH:24][CH:23]=2)[N:10]=1.[OH-].[Na+]. Given the product [F:8][C:4]1[CH:5]=[CH:6][CH:7]=[C:2]([F:1])[C:3]=1[C:9]1[C:17]2[C:12](=[CH:13][C:14]([C:18]([OH:20])=[O:19])=[CH:15][CH:16]=2)[N:11]([C:22]2[CH:23]=[CH:24][C:25]([CH3:28])=[CH:26][CH:27]=2)[N:10]=1, predict the reactants needed to synthesize it. (3) Given the product [C@@H:46]12[N:6]([C:5]3[O:31][C:11]4[CH:12]=[CH:13][C:20]([Cl:19])=[CH:15][C:16]=4[N:9]=3)[CH2:7][C@@H:8]1[CH2:3][CH2:2][NH:47][CH2:45]2, predict the reactants needed to synthesize it. The reactants are: F[C:2](F)(F)[C:3]1[CH:8]=[CH:7][N:6]=[C:5]([N:9]2[C@@H:16]3[C@@H:11]([CH2:12][CH2:13]N[CH2:15]3)C2)N=1.[Cl:19][C:20]1N=C(C(F)(F)F)C=CN=1.C([O-])([O-])=[O:31].[K+].[K+].CCN(C(C)C)C(C)C.[C:45](#[N:47])[CH3:46]. (4) Given the product [CH:37]1([NH:40][CH2:1][C:3]2[CH:4]=[CH:5][C:6]([C:9]#[C:10][C:11]3[CH:12]=[CH:13][C:14]([C:15]([N:17]([CH3:34])[C@:18]([CH3:33])([C:23]([NH:25][O:26][CH:27]4[CH2:32][CH2:31][CH2:30][CH2:29][O:28]4)=[O:24])[C:19]([NH:21][CH3:22])=[O:20])=[O:16])=[CH:35][CH:36]=3)=[CH:7][CH:8]=2)[CH2:39][CH2:38]1, predict the reactants needed to synthesize it. The reactants are: [CH:1]([C:3]1[CH:8]=[CH:7][C:6]([C:9]#[C:10][C:11]2[CH:36]=[CH:35][C:14]([C:15]([N:17]([CH3:34])[C@:18]([CH3:33])([C:23]([NH:25][O:26][CH:27]3[CH2:32][CH2:31][CH2:30][CH2:29][O:28]3)=[O:24])[C:19]([NH:21][CH3:22])=[O:20])=[O:16])=[CH:13][CH:12]=2)=[CH:5][CH:4]=1)=O.[CH:37]1([NH2:40])[CH2:39][CH2:38]1. (5) The reactants are: [CH3:1][C:2]1[N:3]([CH2:29][C:30]([O:32]CC)=[O:31])[C:4]2[CH2:5][CH2:6][C:7]([CH3:28])([CH3:27])[CH2:8][C:9]=2[C:10]=1[S:11][C:12]1[CH:17]=[CH:16][CH:15]=[CH:14][C:13]=1[S:18]([N:21]1[CH2:26][CH2:25][O:24][CH2:23][CH2:22]1)(=[O:20])=[O:19].[OH-].[Na+]. Given the product [CH3:1][C:2]1[N:3]([CH2:29][C:30]([OH:32])=[O:31])[C:4]2[CH2:5][CH2:6][C:7]([CH3:28])([CH3:27])[CH2:8][C:9]=2[C:10]=1[S:11][C:12]1[CH:17]=[CH:16][CH:15]=[CH:14][C:13]=1[S:18]([N:21]1[CH2:26][CH2:25][O:24][CH2:23][CH2:22]1)(=[O:20])=[O:19], predict the reactants needed to synthesize it. (6) Given the product [F:47][C:48]1[CH:53]=[C:52]([NH2:54])[CH:51]=[CH:50][C:49]=1[O:57][CH2:58][CH2:59][O:60][CH3:61], predict the reactants needed to synthesize it. The reactants are: ClC1C=C(NC2N=C(C3C(C4C=C(NC(=O)C5C(F)=CC=CC=5F)C=CC=4)=NN4C=CC=CC=34)C=CN=2)C=CC=1OCCN(C)C.[F:47][C:48]1[CH:53]=[C:52]([N+:54]([O-])=O)[CH:51]=[CH:50][C:49]=1[O:57][CH2:58][CH2:59][O:60][CH3:61]. (7) Given the product [C:23]([C:26]1[CH:31]=[CH:30][C:29]([NH:32][C:33](=[O:36])[C:34]#[C:35][C:11]2[CH:22]=[CH:21][C:14]([CH2:15][N:16]3[CH2:20][CH2:19][CH2:18][CH2:17]3)=[CH:13][CH:12]=2)=[CH:28][CH:27]=1)#[C:24][CH3:25], predict the reactants needed to synthesize it. The reactants are: C(N(C(C)C)C(C)C)C.I[C:11]1[CH:22]=[CH:21][C:14]([CH2:15][N:16]2[CH2:20][CH2:19][CH2:18][CH2:17]2)=[CH:13][CH:12]=1.[C:23]([C:26]1[CH:31]=[CH:30][C:29]([NH:32][C:33](=[O:36])[C:34]#[CH:35])=[CH:28][CH:27]=1)#[C:24][CH3:25]. (8) Given the product [CH3:41][O:42][C:3]1[CH:4]=[C:5]([CH:8]=[CH:9][CH:10]=1)[CH2:6][N:24]1[CH2:25][C@@H:26]2[C@@H:19]([NH:18][C:16](=[O:17])[CH:15]([C:27]3[CH:28]=[CH:29][CH:30]=[CH:31][CH:32]=3)[CH:14]([CH3:33])[CH3:13])[CH2:20][CH2:21][C@@H:22]2[CH2:23]1, predict the reactants needed to synthesize it. The reactants are: FC(F)(F)[C:3]1[CH:4]=[C:5]([CH:8]=[CH:9][CH:10]=1)[CH:6]=O.[CH3:13][CH:14]([CH3:33])[CH:15]([C:27]1[CH:32]=[CH:31][CH:30]=[CH:29][CH:28]=1)[C:16]([NH:18][C@@H:19]1[C@@H:26]2[C@@H:22]([CH2:23][NH:24][CH2:25]2)[CH2:21][CH2:20]1)=[O:17].C1(C(C2CCCCC2)[C:41](N[C@@H]2[C@H]3[C@H](CNC3)CC2)=[O:42])CCCCC1. (9) Given the product [CH3:8][C:7]1[CH:6]=[CH:5][C:4]([NH2:9])=[CH:3][C:2]=1[B:13]1[O:14][C:15]([CH3:17])([CH3:16])[C:11]([CH3:27])([CH3:10])[O:12]1, predict the reactants needed to synthesize it. The reactants are: I[C:2]1[CH:3]=[C:4]([NH2:9])[CH:5]=[CH:6][C:7]=1[CH3:8].[CH3:10][C:11]1([CH3:27])[C:15]([CH3:17])([CH3:16])[O:14][B:13]([B:13]2[O:14][C:15]([CH3:17])([CH3:16])[C:11]([CH3:27])([CH3:10])[O:12]2)[O:12]1.CC([O-])=O.[K+].N#N.